Binary Classification. Given a T-cell receptor sequence (or CDR3 region) and an epitope sequence, predict whether binding occurs between them. From a dataset of TCR-epitope binding with 47,182 pairs between 192 epitopes and 23,139 TCRs. (1) The epitope is LLDFVRFMGV. The TCR CDR3 sequence is CASSSDRDEQYF. Result: 0 (the TCR does not bind to the epitope). (2) The epitope is ATVVIGTSK. The TCR CDR3 sequence is CAISESGSPEQYF. Result: 0 (the TCR does not bind to the epitope). (3) The epitope is VTIAEILLI. The TCR CDR3 sequence is CASGTGNTEAFF. Result: 0 (the TCR does not bind to the epitope). (4) The epitope is GLCTLVAML. The TCR CDR3 sequence is CSARTPPGNTIYF. Result: 1 (the TCR binds to the epitope).